The task is: Predict which catalyst facilitates the given reaction.. This data is from Catalyst prediction with 721,799 reactions and 888 catalyst types from USPTO. (1) Reactant: [CH2:1]([N:8]1[CH2:13][C@H:12]([O:14]C(OCC)C)[CH2:11][C@H:10]([C:20]([O:22][CH3:23])=[O:21])[C@H:9]1[C:24]([O:26][CH2:27][C:28]1[CH:33]=[CH:32][CH:31]=[CH:30][CH:29]=1)=[O:25])[C:2]1[CH:7]=[CH:6][CH:5]=[CH:4][CH:3]=1.O.Cl.[OH-].[Na+]. Product: [CH2:1]([N:8]1[CH2:13][C@H:12]([OH:14])[CH2:11][C@H:10]([C:20]([O:22][CH3:23])=[O:21])[C@H:9]1[C:24]([O:26][CH2:27][C:28]1[CH:29]=[CH:30][CH:31]=[CH:32][CH:33]=1)=[O:25])[C:2]1[CH:7]=[CH:6][CH:5]=[CH:4][CH:3]=1. The catalyst class is: 49. (2) The catalyst class is: 67. Reactant: Br[C:2]1[CH:11]=[C:10]2[C:5]([N:6]=[C:7]([NH:24]CC3C=CC(OC)=CC=3)[C:8]([CH2:12][CH2:13][C:14]([NH:16][CH2:17][CH:18]3[CH2:23][CH2:22][CH2:21][CH2:20][CH2:19]3)=[O:15])=[N:9]2)=[CH:4][CH:3]=1.CN(C=O)C. Product: [NH2:24][C:7]1[C:8]([CH2:12][CH2:13][C:14]([NH:16][CH2:17][CH:18]2[CH2:23][CH2:22][CH2:21][CH2:20][CH2:19]2)=[O:15])=[N:9][C:10]2[C:5]([N:6]=1)=[CH:4][CH:3]=[C:2]([C:19]1[CH:20]=[CH:21][CH:22]=[CH:23][C:18]=1[CH3:17])[CH:11]=2. (3) Reactant: [CH2:1]([O:3][C@H:4]1[CH2:11][C@:7]2([C:12]3[CH:17]=[CH:16][CH:15]=[CH:14][C:13]=3[F:18])[NH:8][O:9][CH2:10][C@@H:6]2[CH2:5]1)[CH3:2].C(=O)(O)[O-].[Na+].C(OCC)(=O)C. Product: [NH2:8][C@@:7]1([C:12]2[CH:17]=[CH:16][CH:15]=[CH:14][C:13]=2[F:18])[CH2:11][C@H:4]([O:3][CH2:1][CH3:2])[CH2:5][C@H:6]1[CH2:10][OH:9]. The catalyst class is: 183. (4) Reactant: [C:1]1([C:7]2[CH:12]=[CH:11][CH:10]=[CH:9][C:8]=2[OH:13])[CH:6]=[CH:5][CH:4]=[CH:3][CH:2]=1.C(=O)([O-])[O-].[Na+].[Na+].Br[CH2:21][CH2:22][CH2:23][CH2:24][CH2:25][CH2:26][OH:27]. Product: [C:1]1([C:7]2[CH:12]=[CH:11][CH:10]=[CH:9][C:8]=2[O:13][CH2:21][CH2:22][CH2:23][CH2:24][CH2:25][CH2:26][OH:27])[CH:2]=[CH:3][CH:4]=[CH:5][CH:6]=1. The catalyst class is: 311. (5) The catalyst class is: 3. Product: [CH:1]1([NH:4][C:5]([C:7]2[CH:8]=[CH:9][C:10]([CH3:26])=[C:11]([NH:13][C:14]([C:15]3[CH:20]=[C:19]([CH:18]=[CH:17][C:16]=3[N+:22]([O-:24])=[O:23])[O:27][CH:28]3[CH2:29][CH2:30][N:31]([C:34]([O:36][C:37]([CH3:40])([CH3:39])[CH3:38])=[O:35])[CH2:32][CH2:33]3)=[O:25])[CH:12]=2)=[O:6])[CH2:3][CH2:2]1. Reactant: [CH:1]1([NH:4][C:5]([C:7]2[CH:8]=[CH:9][C:10]([CH3:26])=[C:11]([NH:13][C:14](=[O:25])[C:15]3[CH:20]=[C:19](F)[CH:18]=[CH:17][C:16]=3[N+:22]([O-:24])=[O:23])[CH:12]=2)=[O:6])[CH2:3][CH2:2]1.[OH:27][CH:28]1[CH2:33][CH2:32][N:31]([C:34]([O:36][C:37]([CH3:40])([CH3:39])[CH3:38])=[O:35])[CH2:30][CH2:29]1.[H-].[Na+].[Cl-].[NH4+].